Dataset: Full USPTO retrosynthesis dataset with 1.9M reactions from patents (1976-2016). Task: Predict the reactants needed to synthesize the given product. (1) The reactants are: [C:1]([O:4][C:5]1[CH:6]=[C:7]([CH:11]=[CH:12][CH:13]=1)[C:8](O)=[O:9])(=[O:3])[CH3:2].[NH2:14]CC1SC=CC=1.ON1C2C=CC=CC=2N=N1.CN(C)CCCN=C=NCC. Given the product [C:1]([O:4][C:5]1[CH:6]=[C:7]([CH:11]=[CH:12][CH:13]=1)[C:8]([NH2:14])=[O:9])(=[O:3])[CH3:2], predict the reactants needed to synthesize it. (2) Given the product [CH3:1][O:2][C:3]1[CH:8]=[CH:7][CH:6]=[CH:5][C:4]=1[C:23]1[N:22]=[CH:21][N:20]=[C:19]([NH2:18])[CH:24]=1, predict the reactants needed to synthesize it. The reactants are: [CH3:1][O:2][C:3]1[CH:8]=[CH:7][CH:6]=[CH:5][C:4]=1B(O)O.C(=O)([O-])[O-].[Na+].[Na+].[NH2:18][C:19]1[CH:24]=[C:23](Cl)[N:22]=[CH:21][N:20]=1. (3) Given the product [Br:1][C:2]1[CH:3]=[N:4][C:5]2[N:6]([N:8]=[C:9]([C:11]([N:28]3[CH2:27][CH2:26][N:25]4[C:21]([C:20]5[C:15]([F:14])=[N:16][CH:17]=[CH:18][CH:19]=5)=[N:22][N:23]=[C:24]4[CH2:29]3)=[O:13])[CH:10]=2)[CH:7]=1, predict the reactants needed to synthesize it. The reactants are: [Br:1][C:2]1[CH:3]=[N:4][C:5]2[N:6]([N:8]=[C:9]([C:11]([OH:13])=O)[CH:10]=2)[CH:7]=1.[F:14][C:15]1[C:20]([C:21]2[N:25]3[CH2:26][CH2:27][NH:28][CH2:29][C:24]3=[N:23][N:22]=2)=[CH:19][CH:18]=[CH:17][N:16]=1. (4) Given the product [CH:11]1[CH2:16][CH2:15][CH2:14][CH:13]([CH:2]([C:3]([CH3:5])=[O:4])[C:1]([O:7][CH2:8][CH3:9])=[O:6])[CH:12]=1, predict the reactants needed to synthesize it. The reactants are: [C:1]([O:7][CH2:8][CH3:9])(=[O:6])[CH2:2][C:3]([CH3:5])=[O:4].Br[CH:11]1[CH2:16][CH2:15][CH2:14][CH:13]=[CH:12]1.C(=O)([O-])[O-].[K+].[K+]. (5) Given the product [Cl:1][C:2]1[C:7]([NH2:8])=[C:6]([NH:11][CH3:12])[CH:5]=[C:4]([Cl:13])[N:3]=1, predict the reactants needed to synthesize it. The reactants are: [Cl:1][C:2]1[C:7]([N+:8]([O-])=O)=[C:6]([NH:11][CH3:12])[CH:5]=[C:4]([Cl:13])[N:3]=1.[Sn](Cl)Cl.Cl.[OH-].[Na+]. (6) Given the product [Cl:1][C:2]1[C:7]([C:8]2[N:9]=[C:10]([C:20]([CH3:22])([CH3:23])[CH3:21])[S:11][C:12]=2[C:13]2[CH:18]=[CH:17][N:16]=[CH:15][N:14]=2)=[CH:6][CH:5]=[CH:4][C:3]=1[NH:24][S:25]([C:28]1[O:29][CH:30]=[CH:31][CH:32]=1)(=[O:27])=[O:26], predict the reactants needed to synthesize it. The reactants are: [Cl:1][C:2]1[C:7]([C:8]2[N:9]=[C:10]([C:20]([CH3:23])([CH3:22])[CH3:21])[S:11][C:12]=2[C:13]2[CH:18]=[CH:17][N:16]=[C:15](Cl)[N:14]=2)=[CH:6][CH:5]=[CH:4][C:3]=1[NH:24][S:25]([C:28]1[O:29][CH:30]=[CH:31][CH:32]=1)(=[O:27])=[O:26].C([O-])=O.[NH4+].